Task: Regression. Given two drug SMILES strings and cell line genomic features, predict the synergy score measuring deviation from expected non-interaction effect.. Dataset: NCI-60 drug combinations with 297,098 pairs across 59 cell lines (1) Drug 1: C1C(C(OC1N2C=C(C(=O)NC2=O)F)CO)O. Drug 2: C1CN(CCN1C(=O)CCBr)C(=O)CCBr. Cell line: SN12C. Synergy scores: CSS=8.37, Synergy_ZIP=-8.88, Synergy_Bliss=-6.37, Synergy_Loewe=-13.7, Synergy_HSA=-4.47. (2) Drug 1: CS(=O)(=O)C1=CC(=C(C=C1)C(=O)NC2=CC(=C(C=C2)Cl)C3=CC=CC=N3)Cl. Drug 2: C1=NC2=C(N=C(N=C2N1C3C(C(C(O3)CO)O)F)Cl)N. Cell line: 786-0. Synergy scores: CSS=35.6, Synergy_ZIP=-0.154, Synergy_Bliss=3.38, Synergy_Loewe=-15.7, Synergy_HSA=5.38. (3) Drug 1: COC1=C(C=C2C(=C1)N=CN=C2NC3=CC(=C(C=C3)F)Cl)OCCCN4CCOCC4. Drug 2: CC1CCCC2(C(O2)CC(NC(=O)CC(C(C(=O)C(C1O)C)(C)C)O)C(=CC3=CSC(=N3)C)C)C. Cell line: SF-268. Synergy scores: CSS=10.9, Synergy_ZIP=2.04, Synergy_Bliss=3.96, Synergy_Loewe=2.82, Synergy_HSA=2.81. (4) Drug 1: CCC(=C(C1=CC=CC=C1)C2=CC=C(C=C2)OCCN(C)C)C3=CC=CC=C3.C(C(=O)O)C(CC(=O)O)(C(=O)O)O. Drug 2: CC(C)(C#N)C1=CC(=CC(=C1)CN2C=NC=N2)C(C)(C)C#N. Cell line: OVCAR-4. Synergy scores: CSS=0.896, Synergy_ZIP=-0.649, Synergy_Bliss=1.38, Synergy_Loewe=0.854, Synergy_HSA=1.08. (5) Drug 1: C1=CC(=CC=C1CCC2=CNC3=C2C(=O)NC(=N3)N)C(=O)NC(CCC(=O)O)C(=O)O. Drug 2: CC(C)CN1C=NC2=C1C3=CC=CC=C3N=C2N. Cell line: HOP-62. Synergy scores: CSS=26.4, Synergy_ZIP=-2.96, Synergy_Bliss=2.44, Synergy_Loewe=-9.45, Synergy_HSA=-0.257. (6) Drug 1: C1C(C(OC1N2C=C(C(=O)NC2=O)F)CO)O. Drug 2: CC1=C(C(=CC=C1)Cl)NC(=O)C2=CN=C(S2)NC3=CC(=NC(=N3)C)N4CCN(CC4)CCO. Cell line: SK-OV-3. Synergy scores: CSS=20.0, Synergy_ZIP=-3.69, Synergy_Bliss=3.97, Synergy_Loewe=1.06, Synergy_HSA=3.74. (7) Drug 1: C1=NC2=C(N1)C(=S)N=C(N2)N. Drug 2: CCCCCOC(=O)NC1=NC(=O)N(C=C1F)C2C(C(C(O2)C)O)O. Cell line: MDA-MB-231. Synergy scores: CSS=20.3, Synergy_ZIP=-9.09, Synergy_Bliss=-6.39, Synergy_Loewe=-14.9, Synergy_HSA=-4.93.